From a dataset of Catalyst prediction with 721,799 reactions and 888 catalyst types from USPTO. Predict which catalyst facilitates the given reaction. (1) Reactant: Cl[C:2]1[C:7]([C:8]([O:10][CH2:11][CH3:12])=[S:9])=[CH:6][N:5]=[C:4]([CH3:13])[N:3]=1.C([N:16](CC)CC)C.[OH-].[NH4+].O. Product: [NH2:16][C:2]1[C:7]([C:8]([O:10][CH2:11][CH3:12])=[S:9])=[CH:6][N:5]=[C:4]([CH3:13])[N:3]=1. The catalyst class is: 7. (2) Reactant: [C:1]([C:5]1[CH:6]=[C:7]([C:17]2[CH:18]=[N:19][C:20]([C:23]([F:26])([F:25])[F:24])=[CH:21][CH:22]=2)[C:8]([O:13][CH2:14][O:15][CH3:16])=[C:9]([CH:12]=1)[CH:10]=[O:11])([CH3:4])([CH3:3])[CH3:2].[CH3:27][Mg]Br.C(OCC)C. Product: [C:1]([C:5]1[CH:6]=[C:7]([C:17]2[CH:18]=[N:19][C:20]([C:23]([F:26])([F:24])[F:25])=[CH:21][CH:22]=2)[C:8]([O:13][CH2:14][O:15][CH3:16])=[C:9]([CH:10]([OH:11])[CH3:27])[CH:12]=1)([CH3:4])([CH3:2])[CH3:3]. The catalyst class is: 1. (3) Reactant: C([O:4][C:5]1[C:10]([CH2:11][CH3:12])=[CH:9][C:8]([OH:13])=[C:7]([C:14](=[O:16])[CH3:15])[C:6]=1[CH2:17][CH3:18])(=O)C.[C:19]1(=O)[CH2:22][CH2:21][CH2:20]1.N1CCCC1. Product: [CH2:17]([C:6]1[C:5]([OH:4])=[C:10]([CH2:11][CH3:12])[CH:9]=[C:8]2[C:7]=1[C:14](=[O:16])[CH2:15][C:19]1([O:13]2)[CH2:22][CH2:21][CH2:20]1)[CH3:18]. The catalyst class is: 11. (4) Reactant: [NH2:1][CH2:2][CH2:3][OH:4].[I:5][C:6]1[CH:7]=[N:8][N:9]([CH:11]2[CH2:16][CH2:15][C:14](=O)[CH2:13][CH2:12]2)[CH:10]=1.[BH4-].[Na+].[OH-].[Na+]. Product: [I:5][C:6]1[CH:7]=[N:8][N:9]([CH:11]2[CH2:16][CH2:15][CH:14]([NH:1][CH2:2][CH2:3][OH:4])[CH2:13][CH2:12]2)[CH:10]=1. The catalyst class is: 14. (5) Reactant: [C:1]([C:4]1[N:8]2[C:9](=[O:15])[CH:10]=[C:11]([CH2:13]Cl)[N:12]=[C:7]2[S:6][C:5]=1[CH3:16])(=[O:3])[CH3:2].[I-].[K+].C(=O)([O-])[O-].[K+].[K+].[F:25][C:26]([F:33])([F:32])[C:27]1[CH:31]=[CH:30][NH:29][N:28]=1. The catalyst class is: 23. Product: [C:1]([C:4]1[N:8]2[C:9](=[O:15])[CH:10]=[C:11]([CH2:13][N:29]3[CH:30]=[CH:31][C:27]([C:26]([F:33])([F:32])[F:25])=[N:28]3)[N:12]=[C:7]2[S:6][C:5]=1[CH3:16])(=[O:3])[CH3:2].